From a dataset of Full USPTO retrosynthesis dataset with 1.9M reactions from patents (1976-2016). Predict the reactants needed to synthesize the given product. (1) The reactants are: Cl[C:2]1[CH:7]=[C:6]([CH:8]2[CH2:11][N:10]([C:12]([O:14][C:15]([CH3:18])([CH3:17])[CH3:16])=[O:13])[CH2:9]2)[CH:5]=[C:4]([Cl:19])[N:3]=1.Cl.[F:21][C:22]1([F:27])[CH2:26][CH2:25][NH:24][CH2:23]1.CN1C(=O)CCC1.CCN(C(C)C)C(C)C. Given the product [Cl:19][C:4]1[CH:5]=[C:6]([CH:8]2[CH2:11][N:10]([C:12]([O:14][C:15]([CH3:18])([CH3:17])[CH3:16])=[O:13])[CH2:9]2)[CH:7]=[C:2]([N:24]2[CH2:25][CH2:26][C:22]([F:27])([F:21])[CH2:23]2)[N:3]=1, predict the reactants needed to synthesize it. (2) Given the product [F:31][C:32]1[CH:37]=[C:36]([O:38][CH3:39])[C:35]([F:40])=[CH:34][C:33]=1[N:41]1[CH2:46][CH2:45][N:44]([CH2:48][CH2:49][C:50]([C:52]2[CH:57]=[CH:56][CH:55]=[CH:54][CH:53]=2)=[O:51])[CH2:43][CH2:42]1, predict the reactants needed to synthesize it. The reactants are: C(OC1C=CC(N2CCNCC2)=CC=1F)C1C=CC=CC=1.C(Br)CCCCCCC.[F:31][C:32]1[CH:37]=[C:36]([O:38][CH3:39])[C:35]([F:40])=[CH:34][C:33]=1[N:41]1[CH2:46][CH2:45][NH:44][CH2:43][CH2:42]1.Cl[CH2:48][CH2:49][C:50]([C:52]1[CH:57]=[CH:56][CH:55]=[CH:54][CH:53]=1)=[O:51].